Dataset: Full USPTO retrosynthesis dataset with 1.9M reactions from patents (1976-2016). Task: Predict the reactants needed to synthesize the given product. (1) The reactants are: [CH3:1][C:2]1[CH:3]=[C:4]([CH2:24][CH:25]2[CH2:30][CH2:29][NH:28][CH2:27][CH2:26]2)[CH:5]=[C:6]2[C:10]=1[C:9](=[O:11])[N:8]([CH2:12][C:13]1[CH:18]=[CH:17][C:16]([O:19][C:20]([F:23])([F:22])[F:21])=[CH:15][CH:14]=1)[CH2:7]2.[C:31](O)(=O)C.C=O.C([BH3-])#N.[Na+]. Given the product [CH3:1][C:2]1[CH:3]=[C:4]([CH2:24][CH:25]2[CH2:26][CH2:27][N:28]([CH3:31])[CH2:29][CH2:30]2)[CH:5]=[C:6]2[C:10]=1[C:9](=[O:11])[N:8]([CH2:12][C:13]1[CH:18]=[CH:17][C:16]([O:19][C:20]([F:22])([F:23])[F:21])=[CH:15][CH:14]=1)[CH2:7]2, predict the reactants needed to synthesize it. (2) Given the product [C:28]([N:19]1[CH2:20][CH2:21][C:22]2[C:14]([C:12]([N:11]([CH2:10][CH2:9][O:8][C:7]3[CH:24]=[CH:25][CH:26]=[CH:27][C:6]=3[C:2]([CH3:5])([CH3:3])[CH3:4])[CH3:23])=[O:13])=[N:15][NH:16][C:17]=2[CH2:18]1)(=[O:30])[CH3:29], predict the reactants needed to synthesize it. The reactants are: Cl.[C:2]([C:6]1[CH:27]=[CH:26][CH:25]=[CH:24][C:7]=1[O:8][CH2:9][CH2:10][N:11]([CH3:23])[C:12]([C:14]1[C:22]2[CH2:21][CH2:20][NH:19][CH2:18][C:17]=2[NH:16][N:15]=1)=[O:13])([CH3:5])([CH3:4])[CH3:3].[C:28](Cl)(=[O:30])[CH3:29]. (3) Given the product [C:4]([CH2:6][CH2:7][CH2:8][CH2:9][CH2:10][NH:11][C:12]1[CH:13]=[C:14]([S:28]([OH:32])(=[O:31])=[O:30])[C:15]2[CH:16]=[CH:17][C:18]3[C:27]4[C:26]=2[C:25]=1[CH:24]=[CH:23][C:22]=4[C:21]([S:28]([OH:30])(=[O:32])=[O:31])=[CH:20][C:19]=3[S:28]([OH:30])(=[O:32])=[O:31])([OH:3])=[O:5], predict the reactants needed to synthesize it. The reactants are: C([O:3][C:4]([CH2:6][CH2:7][CH2:8][CH2:9][CH2:10][NH:11][C:12]1[C:25]2[C:26]3=[C:27]4[C:22](=[CH:23][CH:24]=2)[CH:21]=[CH:20][CH:19]=[C:18]4[CH:17]=[CH:16][C:15]3=[CH:14][CH:13]=1)=[O:5])C.[S:28](=[O:32])(=[O:31])([OH:30])O. (4) Given the product [CH2:16]([N:15]1[C:9]2[CH:10]=[CH:11][C:12]([F:14])=[CH:13][C:8]=2[N:7]=[C:6]1[C:23]1[C:24]([NH2:25])=[N:26][O:27][N:28]=1)[CH3:17], predict the reactants needed to synthesize it. The reactants are: C(O[C:6](=O)[NH:7][C:8]1[CH:13]=[C:12]([F:14])[CH:11]=[CH:10][C:9]=1[NH:15][CH2:16][CH3:17])(C)(C)C.CC1N=C(O)[C:23]2[C:24](=[N:26][O:27][N:28]=2)[N:25]=1. (5) Given the product [O:8]=[C:1]1[CH2:6][CH2:5][CH2:4][C:3]2[NH:18][C:11]([CH3:12])=[CH:10][C:2]1=2, predict the reactants needed to synthesize it. The reactants are: [C:1]1(=[O:8])[CH2:6][CH2:5][CH2:4][C:3](=O)[CH2:2]1.Cl[CH2:10][C:11](=O)[CH3:12].C([O-])(=O)C.[NH4+:18].[OH-].[Na+]. (6) Given the product [F:15][CH:16]([F:37])[CH2:17][NH:18][C:19]([NH:21][C:22]1[CH:27]=[CH:26][C:25]([C:2]2[N:7]=[C:6]([N:8]3[CH2:13][CH2:12][O:11][CH2:10][C@@H:9]3[CH3:14])[CH:5]=[CH:4][N:3]=2)=[CH:24][CH:23]=1)=[O:20], predict the reactants needed to synthesize it. The reactants are: Cl[C:2]1[N:7]=[C:6]([N:8]2[CH2:13][CH2:12][O:11][CH2:10][C@@H:9]2[CH3:14])[CH:5]=[CH:4][N:3]=1.[F:15][CH:16]([F:37])[CH2:17][NH:18][C:19]([NH:21][C:22]1[CH:27]=[CH:26][C:25](B2OC(C)(C)C(C)(C)O2)=[CH:24][CH:23]=1)=[O:20]. (7) Given the product [CH2:7]([C:6]1[N:5]([C:11]([CH3:14])([CH3:13])[CH3:12])[N:4]=[C:3]([C:15]#[N:16])[C:2]=1[C:23]1[CH:24]=[CH:25][CH:26]=[CH:27][C:22]=1[NH:21][C:19](=[O:20])[C:18]([CH3:31])([CH3:17])[CH3:32])[CH2:8][CH2:9][CH3:10], predict the reactants needed to synthesize it. The reactants are: Br[C:2]1[C:3]([C:15]#[N:16])=[N:4][N:5]([C:11]([CH3:14])([CH3:13])[CH3:12])[C:6]=1[CH2:7][CH2:8][CH2:9][CH3:10].[CH3:17][C:18]([CH3:32])([CH3:31])[C:19]([NH:21][C:22]1[CH:27]=[CH:26][CH:25]=[CH:24][C:23]=1B(O)O)=[O:20].C(O)CC.C(=O)([O-])[O-].[Na+].[Na+]. (8) Given the product [CH3:1][N:2]1[CH2:7][CH2:6][N:5]([CH2:17][C:18]2[CH:26]=[CH:25][C:21]([C:22]([OH:24])=[O:23])=[CH:20][CH:19]=2)[CH2:4][CH2:3]1, predict the reactants needed to synthesize it. The reactants are: [CH3:1][N:2]1[CH2:7][CH2:6][NH:5][CH2:4][CH2:3]1.Cl.Cl.CC1N([CH2:17][C:18]2[CH:26]=[CH:25][C:21]([C:22]([OH:24])=[O:23])=[CH:20][CH:19]=2)CCNC1. (9) Given the product [ClH:46].[CH2:33]([C:30]1[CH:29]=[CH:28][C:27]([CH2:26][CH:15]([NH:16][S:17]([C:20]2[CH:25]=[CH:24][CH:23]=[CH:22][N:21]=2)(=[O:19])=[O:18])[C:11]2[N:10]=[C:9]([NH:8][CH2:38][C:39]([OH:41])=[O:40])[CH:14]=[CH:13][CH:12]=2)=[CH:32][CH:31]=1)[C:34]([CH3:37])([CH3:36])[CH3:35], predict the reactants needed to synthesize it. The reactants are: C(OC([N:8]([CH2:38][C:39]([O:41]C(C)(C)C)=[O:40])[C:9]1[CH:14]=[CH:13][CH:12]=[C:11]([CH:15]([CH2:26][C:27]2[CH:32]=[CH:31][C:30]([CH2:33][C:34]([CH3:37])([CH3:36])[CH3:35])=[CH:29][CH:28]=2)[NH:16][S:17]([C:20]2[CH:25]=[CH:24][CH:23]=[CH:22][N:21]=2)(=[O:19])=[O:18])[N:10]=1)=O)(C)(C)C.[ClH:46].O1CCOCC1.